Dataset: Forward reaction prediction with 1.9M reactions from USPTO patents (1976-2016). Task: Predict the product of the given reaction. (1) Given the reactants C([N:8]1[CH2:13][CH2:12][CH:11]([N:14]2[C:26]3[C:25]4[N:24]=[C:23]([NH:27][CH:28]5[CH2:32][CH2:31][CH2:30][CH2:29]5)[N:22]=[CH:21][C:20]=4[CH2:19][CH2:18][C:17]=3[C:16]([C:33]([NH2:35])=[O:34])=[N:15]2)[CH2:10][CH2:9]1)C1C=CC=CC=1.C(OCC)C, predict the reaction product. The product is: [CH:28]1([NH:27][C:23]2[N:22]=[CH:21][C:20]3[CH2:19][CH2:18][C:17]4[C:16]([C:33]([NH2:35])=[O:34])=[N:15][N:14]([CH:11]5[CH2:12][CH2:13][NH:8][CH2:9][CH2:10]5)[C:26]=4[C:25]=3[N:24]=2)[CH2:29][CH2:30][CH2:31][CH2:32]1. (2) Given the reactants [CH2:1]([N:4]([CH2:17][CH2:18][CH3:19])[C:5]([C:7]1[CH:8]=[C:9]([CH:14]=[CH:15][CH:16]=1)[C:10]([O:12]C)=[O:11])=[O:6])[CH2:2][CH3:3].[Li+].[OH-], predict the reaction product. The product is: [CH2:17]([N:4]([CH2:1][CH2:2][CH3:3])[C:5]([C:7]1[CH:8]=[C:9]([CH:14]=[CH:15][CH:16]=1)[C:10]([OH:12])=[O:11])=[O:6])[CH2:18][CH3:19]. (3) Given the reactants [F:1][C:2]1[CH:3]=[C:4]([CH:7]=[CH:8][C:9]=1F)[CH:5]=[O:6].[CH3:11][S-:12].[Na+], predict the reaction product. The product is: [F:1][C:2]1[CH:3]=[C:4]([CH:7]=[CH:8][C:9]=1[S:12][CH3:11])[CH:5]=[O:6]. (4) Given the reactants [F:1][C:2]1[CH:7]=[C:6](I)[C:5]([CH3:9])=[CH:4][N:3]=1.[CH3:10][N:11]1[C:15]2[CH:16]=[CH:17][CH:18]=[CH:19][C:14]=2[N:13]=[CH:12]1.C1(P(C2C=CC=CC=2)C2C=CC=CC=2)C=CC=CC=1.C(=O)([O-])[O-].[Na+].[Na+].C(N)CN, predict the reaction product. The product is: [F:1][C:2]1[CH:7]=[C:6]([C:12]2[N:11]([CH3:10])[C:15]3[CH:16]=[CH:17][CH:18]=[CH:19][C:14]=3[N:13]=2)[C:5]([CH3:9])=[CH:4][N:3]=1. (5) Given the reactants [CH3:1][NH:2][C:3](=[O:13])[C:4]1[CH:9]=[CH:8][CH:7]=[C:6]([N+:10]([O-])=O)[CH:5]=1, predict the reaction product. The product is: [CH3:1][NH:2][C:3](=[O:13])[C:4]1[CH:9]=[CH:8][CH:7]=[C:6]([NH2:10])[CH:5]=1. (6) Given the reactants [F:1][C:2]([F:9])([C:5]([F:8])([F:7])[F:6])[CH2:3][NH2:4].CN(C)C1C=CC=CC=1.[Br:19][CH2:20][C:21](Br)=[O:22], predict the reaction product. The product is: [Br:19][CH2:20][C:21]([NH:4][CH2:3][C:2]([F:9])([F:1])[C:5]([F:8])([F:7])[F:6])=[O:22]. (7) The product is: [N:16]1[CH:17]=[CH:18][CH:19]=[CH:20][C:15]=1[CH2:14][O:13][C:11]1[N:10]=[C:9]2[CH2:21][CH2:22][CH2:23][C:8]2=[C:7]([C:34]2[CH:35]=[CH:36][C:37]([C:40]#[N:41])=[N:38][CH:39]=2)[CH:12]=1. Given the reactants FC(F)(F)S(O[C:7]1[CH:12]=[C:11]([O:13][CH2:14][C:15]2[CH:20]=[CH:19][CH:18]=[CH:17][N:16]=2)[N:10]=[C:9]2[CH2:21][CH2:22][CH2:23][C:8]=12)(=O)=O.CC1(C)C(C)(C)OB([C:34]2[CH:35]=[CH:36][C:37]([C:40]#[N:41])=[N:38][CH:39]=2)O1.C(Cl)Cl.C(=O)([O-])[O-].[K+].[K+], predict the reaction product.